This data is from Reaction yield outcomes from USPTO patents with 853,638 reactions. The task is: Predict the reaction yield, written as a fraction of the theoretical maximum amount of product (1.0 means a 100% yield; for example, 0.34 means a 34% yield). (1) The reactants are [C:1]([N:8]1[CH2:13][CH2:12][C:11](=[O:14])[CH2:10][CH2:9]1)([O:3][C:4]([CH3:7])([CH3:6])[CH3:5])=[O:2].B(F)(F)F.CCOCC.[N+](=[CH:26][C:27]([O:29][CH2:30][CH3:31])=[O:28])=[N-]. The catalyst is CCOCC.C([O-])([O-])=O.[Na+].[Na+].O. The product is [CH2:30]([O:29][C:27]([CH:26]1[C:11](=[O:14])[CH2:10][CH2:9][N:8]([C:1]([O:3][C:4]([CH3:5])([CH3:7])[CH3:6])=[O:2])[CH2:13][CH2:12]1)=[O:28])[CH3:31]. The yield is 0.980. (2) The reactants are [N+:1]([C:4]1[CH:9]=[CH:8][C:7]([C:10]2[CH2:11][CH2:12][NH:13][CH2:14][CH:15]=2)=[CH:6][N:5]=1)([O-:3])=[O:2].C=O.[C:18](O)(=O)C. The catalyst is CO. The product is [CH3:18][N:13]1[CH2:12][CH:11]=[C:10]([C:7]2[CH:8]=[CH:9][C:4]([N+:1]([O-:3])=[O:2])=[N:5][CH:6]=2)[CH2:15][CH2:14]1. The yield is 0.780. (3) The reactants are [NH:1]1[C:5]2[CH:6]=[CH:7][C:8]([C:10]([N:12]3[C@@H:21]4[C@@H:16]([C:17]5[C:25]([C:26]([OH:28])=O)=[CH:24][CH:23]=[CH:22][C:18]=5[CH2:19][CH2:20]4)[CH2:15][CH2:14][CH2:13]3)=[O:11])=[CH:9][C:4]=2[N:3]=[CH:2]1.[NH3:29]. The catalyst is C(Cl)Cl.CO. The product is [NH:1]1[C:5]2[CH:4]=[CH:9][C:8]([C:10]([N:12]3[C@@H:21]4[C@@H:16]([C:17]5[C:25]([C:26]([NH2:29])=[O:28])=[CH:24][CH:23]=[CH:22][C:18]=5[CH2:19][CH2:20]4)[CH2:15][CH2:14][CH2:13]3)=[O:11])=[CH:7][C:6]=2[N:3]=[CH:2]1. The yield is 0.580. (4) The reactants are [CH3:1][C:2]1[CH:7]=[CH:6][CH:5]=[C:4]([CH3:8])[C:3]=1[CH2:9][CH:10]=[O:11].O1CCOCC1.[Br:18]Br.S([O-])([O-])(=O)=S.[Na+].[Na+]. The catalyst is C(Cl)Cl. The product is [Br:18][CH:9]([C:3]1[C:4]([CH3:8])=[CH:5][CH:6]=[CH:7][C:2]=1[CH3:1])[CH:10]=[O:11]. The yield is 0.930.